This data is from Catalyst prediction with 721,799 reactions and 888 catalyst types from USPTO. The task is: Predict which catalyst facilitates the given reaction. (1) Reactant: CCOCC.[CH3:6][O:7][CH2:8][CH2:9][CH2:10][C:11]1[CH:12]=[C:13]([CH3:22])[C:14]([CH3:21])=[C:15]([CH:20]=1)[C:16](OC)=[O:17].[H-].[Al+3].[Li+].[H-].[H-].[H-]. Product: [CH3:6][O:7][CH2:8][CH2:9][CH2:10][C:11]1[CH:12]=[C:13]([CH3:22])[C:14]([CH3:21])=[C:15]([CH2:16][OH:17])[CH:20]=1. The catalyst class is: 25. (2) Reactant: C[O:2][C:3](=[O:19])[C:4]1[CH:9]=[CH:8][C:7]([C:10]2[NH:18][C:13]3[N:14]=[CH:15][N:16]=[CH:17][C:12]=3[CH:11]=2)=[CH:6][CH:5]=1.C1COCC1.CO.[OH-].[Na+].Cl. Product: [N:14]1[C:13]2[NH:18][C:10]([C:7]3[CH:6]=[CH:5][C:4]([C:3]([OH:19])=[O:2])=[CH:9][CH:8]=3)=[CH:11][C:12]=2[CH:17]=[N:16][CH:15]=1. The catalyst class is: 6. (3) Reactant: [N+:1]([O-:4])(O)=[O:2].[N:5]1[CH:10]=[CH:9][CH:8]=[C:7]2[C:11]3[CH:12]=[CH:13][CH:14]=[CH:15][C:16]=3[CH2:17][C:6]=12. Product: [N+:1]([C:14]1[CH:13]=[CH:12][C:11]2[C:7]3[C:6](=[N:5][CH:10]=[CH:9][CH:8]=3)[CH2:17][C:16]=2[CH:15]=1)([O-:4])=[O:2]. The catalyst class is: 65. (4) Reactant: [Cl:1][C:2]1[C:3]([C:18]2[S:22][C:21]([CH2:23][C:24]([O:26]C)=[O:25])=[CH:20][CH:19]=2)=[N:4][C:5]2[C:10]([C:11]=1[C:12]1[CH:17]=[CH:16][CH:15]=[CH:14][CH:13]=1)=[CH:9][CH:8]=[CH:7][CH:6]=2. Product: [Cl:1][C:2]1[C:3]([C:18]2[S:22][C:21]([CH2:23][C:24]([OH:26])=[O:25])=[CH:20][CH:19]=2)=[N:4][C:5]2[C:10]([C:11]=1[C:12]1[CH:13]=[CH:14][CH:15]=[CH:16][CH:17]=1)=[CH:9][CH:8]=[CH:7][CH:6]=2. The catalyst class is: 702.